From a dataset of Forward reaction prediction with 1.9M reactions from USPTO patents (1976-2016). Predict the product of the given reaction. (1) Given the reactants [CH2:1]([N:3]1[C:9](=[O:10])[C:8]([CH3:12])([CH3:11])[C:7](=[O:13])[N:6]([CH3:14])[C:5]2[CH:15]=[C:16]([CH:19]=O)[CH:17]=[CH:18][C:4]1=2)[CH3:2].C(O)(=O)C.[NH:25]1[CH2:30][CH2:29][CH:28]([N:31]2[C:40]3[C:35](=[CH:36][CH:37]=[CH:38][CH:39]=3)[CH2:34][CH2:33][C:32]2=[O:41])[CH2:27][CH2:26]1.C(O[BH-](OC(=O)C)OC(=O)C)(=O)C.[Na+], predict the reaction product. The product is: [CH2:1]([N:3]1[C:9](=[O:10])[C:8]([CH3:11])([CH3:12])[C:7](=[O:13])[N:6]([CH3:14])[C:5]2[CH:15]=[C:16]([CH2:19][N:25]3[CH2:30][CH2:29][CH:28]([N:31]4[C:40]5[C:35](=[CH:36][CH:37]=[CH:38][CH:39]=5)[CH2:34][CH2:33][C:32]4=[O:41])[CH2:27][CH2:26]3)[CH:17]=[CH:18][C:4]1=2)[CH3:2]. (2) Given the reactants [NH2:1][CH2:2][C@@H:3]1[C@H:7]2[O:8][C:9]([CH3:12])([CH3:11])[O:10][C@H:6]2[C@H:5]([N:13]2[CH:21]=[N:20][C:19]3[C:14]2=[N:15][CH:16]=[N:17][C:18]=3[NH2:22])[O:4]1.O=[C:24]1[CH2:27][CH:26]([CH2:28][CH2:29][C:30]([O:32][CH2:33][CH3:34])=[O:31])[CH2:25]1.C(O)(=O)C.C([BH3-])#N.[Na+], predict the reaction product. The product is: [NH2:22][C:18]1[N:17]=[CH:16][N:15]=[C:14]2[C:19]=1[N:20]=[CH:21][N:13]2[C@H:5]1[C@@H:6]2[O:10][C:9]([CH3:12])([CH3:11])[O:8][C@@H:7]2[C@@H:3]([CH2:2][NH:1][CH:24]2[CH2:25][CH:26]([CH2:28][CH2:29][C:30]([O:32][CH2:33][CH3:34])=[O:31])[CH2:27]2)[O:4]1.